Dataset: Full USPTO retrosynthesis dataset with 1.9M reactions from patents (1976-2016). Task: Predict the reactants needed to synthesize the given product. (1) The reactants are: [C:1]([O:5][C:6](=[O:31])[NH:7][CH:8]1[CH2:13][CH2:12][CH:11]([NH:14][C:15]2[C:16]3[N:17]([C:21]([C:24]4[CH:29]=[CH:28][CH:27]=[C:26](Br)[N:25]=4)=[CH:22][N:23]=3)[CH:18]=[CH:19][N:20]=2)[CH2:10][CH2:9]1)([CH3:4])([CH3:3])[CH3:2].[Cl:32][C:33]1[CH:34]=[C:35]([CH:38]=[CH:39][CH:40]=1)[CH2:36][NH2:37].CN(C1C(C2C(P(C3CCCCC3)C3CCCCC3)=CC=CC=2)=CC=CC=1)C.CC([O-])(C)C.[Na+]. Given the product [C:1]([O:5][C:6](=[O:31])[NH:7][CH:8]1[CH2:13][CH2:12][CH:11]([NH:14][C:15]2[C:16]3[N:17]([C:21]([C:24]4[CH:29]=[CH:28][CH:27]=[C:26]([NH:37][CH2:36][C:35]5[CH:38]=[CH:39][CH:40]=[C:33]([Cl:32])[CH:34]=5)[N:25]=4)=[CH:22][N:23]=3)[CH:18]=[CH:19][N:20]=2)[CH2:10][CH2:9]1)([CH3:4])([CH3:3])[CH3:2], predict the reactants needed to synthesize it. (2) The reactants are: [N+:1]([C:4]1[CH:5]=[C:6]2[C:11](=[CH:12][CH:13]=1)[N:10]([CH2:14][CH2:15][CH2:16][N:17]1[CH2:22][CH2:21][CH2:20][CH2:19][CH2:18]1)[C:9](=[O:23])[CH2:8][CH2:7]2)([O-])=O.O.NN. Given the product [NH2:1][C:4]1[CH:5]=[C:6]2[C:11](=[CH:12][CH:13]=1)[N:10]([CH2:14][CH2:15][CH2:16][N:17]1[CH2:18][CH2:19][CH2:20][CH2:21][CH2:22]1)[C:9](=[O:23])[CH2:8][CH2:7]2, predict the reactants needed to synthesize it. (3) Given the product [C:1]([C:5]1[CH:6]=[CH:7][C:8]([NH:11][C:12]2[CH:31]=[CH:30][C:15]([O:16][C:17]3[C:26]4[C:21](=[CH:22][C:23]([O:29][CH2:50][CH:59]([OH:68])[CH2:54][N:53]5[CH2:52][CH2:51][O:77][CH2:75][CH2:73]5)=[C:24]([O:27][CH3:28])[CH:25]=4)[N:20]=[CH:19][CH:18]=3)=[CH:14][CH:13]=2)=[CH:9][CH:10]=1)([CH3:4])([CH3:2])[CH3:3], predict the reactants needed to synthesize it. The reactants are: [C:1]([C:5]1[CH:10]=[CH:9][C:8]([NH:11][C:12]2[CH:31]=[CH:30][C:15]([O:16][C:17]3[C:26]4[C:21](=[CH:22][C:23]([OH:29])=[C:24]([O:27][CH3:28])[CH:25]=4)[N:20]=[CH:19][CH:18]=3)=[CH:14][CH:13]=2)=[CH:7][CH:6]=1)([CH3:4])([CH3:3])[CH3:2].C(C1C=CC(NC2C=CC(O[C:50]3[C:59]4[C:54](=CC(OCCCCl)=C(OC)C=4)[N:53]=[CH:52][CH:51]=3)=CC=2)=CC=1)(C)(C)C.C(=O)([O-])[O-:68].[K+].[K+].[CH2:73]([CH:75]1[O:77]C1)Br.C(OC(N1CCC(CO)CC1)=O)(C)(C)C. (4) Given the product [Br:1][C:2]1[CH:3]=[CH:4][C:5]([CH2:8][CH2:9][CH2:10][C:11]2[N:60]([CH2:61][CH3:62])[C:58](=[O:59])[N:56]([CH2:55][C:54]3[CH:53]=[CH:52][C:51]([C:47]([CH3:48])([CH3:50])[CH3:49])=[CH:64][CH:63]=3)[N:57]=2)=[N:6][CH:7]=1, predict the reactants needed to synthesize it. The reactants are: [Br:1][C:2]1[CH:3]=[CH:4][C:5]([CH2:8][CH2:9][CH2:10][C:11](O)=O)=[N:6][CH:7]=1.CN(C(ON1N=NC2C=CC=NC1=2)=[N+](C)C)C.F[P-](F)(F)(F)(F)F.C(N(C(C)C)CC)(C)C.[C:47]([C:51]1[CH:64]=[CH:63][C:54]([CH2:55][N:56]([C:58]([NH:60][CH2:61][CH3:62])=[O:59])[NH2:57])=[CH:53][CH:52]=1)([CH3:50])([CH3:49])[CH3:48].C12(CS(O)(=O)=O)C(C)(C)C(CC1)CC2=O. (5) Given the product [CH3:1][O:2][C:3](=[O:20])[CH:4]([C:14]1[CH:19]=[CH:18][CH:17]=[CH:16][CH:15]=1)[CH2:5][C:6]1[C:7]([NH:21][C:22]2[CH:27]=[CH:26][CH:25]=[CH:24][CH:23]=2)=[N:8][C:9]([NH:21][C:22]2[CH:27]=[CH:26][CH:25]=[CH:24][CH:23]=2)=[N:10][CH:11]=1, predict the reactants needed to synthesize it. The reactants are: [CH3:1][O:2][C:3](=[O:20])[CH:4]([C:14]1[CH:19]=[CH:18][CH:17]=[CH:16][CH:15]=1)[CH2:5][C:6]1[C:7](Cl)=[N:8][C:9](Cl)=[N:10][CH:11]=1.[NH2:21][C:22]1[CH:27]=[CH:26][CH:25]=[CH:24][CH:23]=1. (6) Given the product [CH3:13][O:14][C:15](=[O:26])[CH:16]([CH:6]1[CH2:5][CH2:7][O:31][CH2:30]1)[CH3:17], predict the reactants needed to synthesize it. The reactants are: C(N[CH:5]([CH3:7])[CH3:6])(C)C.C([Li])CCC.[CH3:13][O:14][C:15](=[O:26])[CH2:16][C:17]1C=CC(SC)=C(Cl)C=1.ICC1CC[O:31][CH2:30]1.